From a dataset of Full USPTO retrosynthesis dataset with 1.9M reactions from patents (1976-2016). Predict the reactants needed to synthesize the given product. (1) Given the product [C:1]([C:3]1[CH:4]=[C:5]2[C:10](=[CH:11][C:12]=1[O:13][CH2:43][CH2:44][CH2:45][C:46]1[CH:51]=[CH:50][N:49]=[CH:48][CH:47]=1)[N:9]=[CH:8][CH:7]=[C:6]2[O:14][C:15]1[CH:20]=[CH:19][C:18]([NH:21][C:22]([NH:24][C:25]2[CH:26]=[CH:27][C:28]([O:31][CH3:32])=[CH:29][CH:30]=2)=[O:23])=[CH:17][CH:16]=1)#[N:2], predict the reactants needed to synthesize it. The reactants are: [C:1]([C:3]1[CH:4]=[C:5]2[C:10](=[CH:11][C:12]=1[O-:13])[N:9]=[CH:8][CH:7]=[C:6]2[O:14][C:15]1[CH:20]=[CH:19][C:18]([NH:21][C:22]([NH:24][C:25]2[CH:30]=[CH:29][C:28]([O:31][CH3:32])=[CH:27][CH:26]=2)=[O:23])=[CH:17][CH:16]=1)#[N:2].[Na+].C(=O)([O-])[O-].[K+].[K+].[I-].[K+].Cl[CH2:43][CH2:44][CH2:45][C:46]1[CH:51]=[CH:50][N:49]=[CH:48][CH:47]=1. (2) Given the product [CH3:1][C@H:2]1[O:7][C@@H:6]([CH3:8])[CH2:5][N:4]([C:9]2[C:16]([F:17])=[CH:15][C:14]([C:18]#[C:19][C:21]3[CH:22]=[N:23][CH:24]=[CH:25][CH:26]=3)=[CH:13][C:10]=2[CH:11]=[O:12])[CH2:3]1, predict the reactants needed to synthesize it. The reactants are: [CH3:1][C@@H:2]1[O:7][C@H:6]([CH3:8])[CH2:5][N:4]([C:9]2[C:16]([F:17])=[CH:15][C:14]([C:18]#[CH:19])=[CH:13][C:10]=2[CH:11]=[O:12])[CH2:3]1.Br[C:21]1[CH:22]=[N:23][CH:24]=[CH:25][CH:26]=1. (3) Given the product [C:1]([O:5][C:6](=[O:7])[NH:8][CH2:9][CH2:10][O:11][N:13]1[C:17](=[O:18])[C:16]2[C:15](=[CH:22][CH:21]=[CH:20][CH:19]=2)[C:14]1=[O:23])([CH3:4])([CH3:3])[CH3:2], predict the reactants needed to synthesize it. The reactants are: [C:1]([O:5][C:6]([NH:8][CH2:9][CH2:10][OH:11])=[O:7])([CH3:4])([CH3:3])[CH3:2].O[N:13]1[C:17](=[O:18])[C:16]2=[CH:19][CH:20]=[CH:21][CH:22]=[C:15]2[C:14]1=[O:23].C1(P(C2C=CC=CC=2)C2C=CC=CC=2)C=CC=CC=1.N(C(OC(C)C)=O)=NC(OC(C)C)=O. (4) The reactants are: Cl.[NH:2]1[CH2:7][CH2:6][CH:5]([N:8]2[C:17](=[O:18])[CH2:16][C:15]3[C:10](=[CH:11][CH:12]=[CH:13][CH:14]=3)[CH2:9]2)[CH2:4][CH2:3]1.[Cl:19][C:20]1[C:28]2[NH:27][N:26]=[CH:25][C:24]=2[C:23]2[CH2:29][N:30]([CH2:55][C:56]([CH3:59])([CH3:58])[CH3:57])[C:31](=[O:54])[C@H:32]([CH2:34][C:35](=[O:53])N3CCC(N4CC5C(=CC=CC=5)NC4=O)CC3)[CH2:33][C:22]=2[CH:21]=1. Given the product [Cl:19][C:20]1[C:28]2[NH:27][N:26]=[CH:25][C:24]=2[C:23]2[CH2:29][N:30]([CH2:55][C:56]([CH3:59])([CH3:58])[CH3:57])[C:31](=[O:54])[C@H:32]([CH2:34][C:35](=[O:53])[N:2]3[CH2:7][CH2:6][CH:5]([N:8]4[C:17](=[O:18])[CH2:16][C:15]5[C:10](=[CH:11][CH:12]=[CH:13][CH:14]=5)[CH2:9]4)[CH2:4][CH2:3]3)[CH2:33][C:22]=2[CH:21]=1, predict the reactants needed to synthesize it. (5) Given the product [CH2:1]([O:3][C:4]([C:6]1[N:7]([C:26]2[CH:31]=[CH:30][C:29]([O:32][CH:33]3[CH2:35][CH2:34]3)=[CH:28][CH:27]=2)[C:8]2[C:13]([CH:14]=1)=[CH:12][C:11]([C:15]1[CH:16]=[CH:17][C:18]([C:21]([CH3:23])([CH3:22])[CH3:24])=[CH:19][CH:20]=1)=[CH:10][CH:9]=2)=[O:5])[CH3:2], predict the reactants needed to synthesize it. The reactants are: [CH2:1]([O:3][C:4]([C:6]1[NH:7][C:8]2[C:13]([CH:14]=1)=[CH:12][C:11]([C:15]1[CH:20]=[CH:19][C:18]([C:21]([CH3:24])([CH3:23])[CH3:22])=[CH:17][CH:16]=1)=[CH:10][CH:9]=2)=[O:5])[CH3:2].Br[C:26]1[CH:31]=[CH:30][C:29]([O:32][CH:33]2[CH2:35][CH2:34]2)=[CH:28][CH:27]=1. (6) Given the product [Cl:1][C:2]1[CH:3]=[N:4][CH:5]=[C:6]([Cl:24])[C:7]=1[S:8][C:9]1[S:13][C:12]([C:14]([NH:16][CH2:17][CH2:18][CH2:19][N:25]2[CH2:30][CH2:29][CH:28]([CH2:31][OH:32])[CH2:27][CH2:26]2)=[O:15])=[CH:11][C:10]=1[N+:21]([O-:23])=[O:22], predict the reactants needed to synthesize it. The reactants are: [Cl:1][C:2]1[CH:3]=[N:4][CH:5]=[C:6]([Cl:24])[C:7]=1[S:8][C:9]1[S:13][C:12]([C:14]([NH:16][CH2:17][CH2:18][CH:19]=O)=[O:15])=[CH:11][C:10]=1[N+:21]([O-:23])=[O:22].[NH:25]1[CH2:30][CH2:29][CH:28]([CH2:31][OH:32])[CH2:27][CH2:26]1. (7) Given the product [CH3:17][O:18][C:19](=[O:32])[CH2:20][N:21]1[C:29]2[C:24](=[CH:25][C:26]([F:30])=[CH:27][CH:28]=2)[C:23]([CH2:15][C:14]2[CH:13]=[CH:12][S:11][C:10]=2[S:7]([C:1]2[CH:2]=[CH:3][CH:4]=[CH:5][CH:6]=2)(=[O:8])=[O:9])=[C:22]1[CH3:31], predict the reactants needed to synthesize it. The reactants are: [C:1]1([S:7]([C:10]2[S:11][CH:12]=[CH:13][C:14]=2[CH:15]=O)(=[O:9])=[O:8])[CH:6]=[CH:5][CH:4]=[CH:3][CH:2]=1.[CH3:17][O:18][C:19](=[O:32])[CH2:20][N:21]1[C:29]2[C:24](=[CH:25][C:26]([F:30])=[CH:27][CH:28]=2)[CH:23]=[C:22]1[CH3:31]. (8) Given the product [F:1][C:2]([C:5]1[N:6]=[C:7]([CH2:10][N:11]2[N:15]=[C:14]([NH:16][C:29]([C:25]3[N:26]=[CH:27][O:28][C:24]=3[C:20]3[CH:21]=[CH:22][CH:23]=[C:18]([F:17])[CH:19]=3)=[O:30])[CH:13]=[N:12]2)[S:8][CH:9]=1)([F:4])[CH3:3], predict the reactants needed to synthesize it. The reactants are: [F:1][C:2]([C:5]1[N:6]=[C:7]([CH2:10][N:11]2[N:15]=[C:14]([NH2:16])[CH:13]=[N:12]2)[S:8][CH:9]=1)([F:4])[CH3:3].[F:17][C:18]1[CH:19]=[C:20]([C:24]2[O:28][CH:27]=[N:26][C:25]=2[C:29](O)=[O:30])[CH:21]=[CH:22][CH:23]=1. (9) Given the product [NH2:1][C:2]([C:4]1[CH:5]=[C:6]([CH:11]=[C:12]([C:14]([N:16]([CH2:20][CH2:21][CH3:22])[CH2:17][CH2:18][CH3:19])=[O:15])[CH:13]=1)[C:7]([OH:9])=[O:8])=[O:3], predict the reactants needed to synthesize it. The reactants are: [NH2:1][C:2]([C:4]1[CH:5]=[C:6]([CH:11]=[C:12]([C:14]([N:16]([CH2:20][CH2:21][CH3:22])[CH2:17][CH2:18][CH3:19])=[O:15])[CH:13]=1)[C:7]([O:9]C)=[O:8])=[O:3].[OH-].[Na+].Cl.O. (10) The reactants are: [Cl:1][C:2]1[CH:3]=[C:4]([NH2:18])[C:5]([NH2:17])=[CH:6][C:7]=1[O:8][C:9]1[CH:14]=[CH:13][C:12]([Cl:15])=[CH:11][C:10]=1[Cl:16].[F:19][C:20]([F:25])([F:24])[C:21](O)=O. Given the product [Cl:1][C:2]1[C:7]([O:8][C:9]2[CH:14]=[CH:13][C:12]([Cl:15])=[CH:11][C:10]=2[Cl:16])=[CH:6][C:5]2[NH:17][C:21]([C:20]([F:25])([F:24])[F:19])=[N:18][C:4]=2[CH:3]=1, predict the reactants needed to synthesize it.